The task is: Predict the product of the given reaction.. This data is from Forward reaction prediction with 1.9M reactions from USPTO patents (1976-2016). (1) Given the reactants [F:1][C:2]1[CH:7]=[C:6]([CH3:8])[C:5]([N+:9]([O-:11])=[O:10])=[CH:4][C:3]=1[N+:12]([O-:14])=[O:13].C[C:16]([N:18]([CH3:20])[CH3:19])=O.CN(C=O)C, predict the reaction product. The product is: [F:1][C:2]1[C:3]([N+:12]([O-:14])=[O:13])=[CH:4][C:5]([N+:9]([O-:11])=[O:10])=[C:6](/[CH:8]=[CH:16]/[N:18]([CH3:20])[CH3:19])[CH:7]=1. (2) Given the reactants [CH3:1][C:2]1[CH:3]=[N:4][NH:5][CH:6]=1.C(N(CC)CC)C.O.Cl.[C:16](O[C:16]([O:18][C:19]([CH3:22])([CH3:21])[CH3:20])=[O:17])([O:18][C:19]([CH3:22])([CH3:21])[CH3:20])=[O:17], predict the reaction product. The product is: [CH3:1][C:2]1[CH:3]=[N:4][N:5]([C:16]([O:18][C:19]([CH3:22])([CH3:21])[CH3:20])=[O:17])[CH:6]=1. (3) Given the reactants Cl[C:2]1[N:7]=[C:6]([CH2:8][CH2:9][CH3:10])[N:5]=[C:4]([NH:11][C:12]2[CH:17]=[CH:16][CH:15]=[C:14]([N:18]([CH3:20])[CH3:19])[CH:13]=2)[N:3]=1.Cl.[CH3:22][S:23]([N:26]1[CH2:31][CH2:30][CH:29]([NH2:32])[CH2:28][CH2:27]1)(=[O:25])=[O:24].CCN(C(C)C)C(C)C.C(Cl)Cl.C(OCC)(=O)C, predict the reaction product. The product is: [CH3:19][N:18]([CH3:20])[C:14]1[CH:13]=[C:12]([NH:11][C:4]2[N:3]=[C:2]([NH:32][CH:29]3[CH2:30][CH2:31][N:26]([S:23]([CH3:22])(=[O:25])=[O:24])[CH2:27][CH2:28]3)[N:7]=[C:6]([CH2:8][CH2:9][CH3:10])[N:5]=2)[CH:17]=[CH:16][CH:15]=1.